Predict the product of the given reaction. From a dataset of Forward reaction prediction with 1.9M reactions from USPTO patents (1976-2016). (1) Given the reactants [CH3:1][C:2]1[C:6]([C:7]([O:9]CC)=[O:8])=[C:5]([C:12]2[CH:17]=[CH:16][CH:15]=[CH:14][CH:13]=2)[O:4][N:3]=1, predict the reaction product. The product is: [CH3:1][C:2]1[C:6]([C:7]([OH:9])=[O:8])=[C:5]([C:12]2[CH:17]=[CH:16][CH:15]=[CH:14][CH:13]=2)[O:4][N:3]=1. (2) Given the reactants [CH3:1][S:2]([C:5]1[CH:6]=[C:7]([C:11]2[S:15][C:14]([CH2:16][NH:17][S:18]([C:21]3[CH:26]=[CH:25][CH:24]=[CH:23][C:22]=3[C:27]([F:30])([F:29])[F:28])(=[O:20])=[O:19])=[CH:13][CH:12]=2)[CH:8]=[CH:9][CH:10]=1)(=[O:4])=[O:3].[F:31][C:32]1[CH:39]=[CH:38][CH:37]=[CH:36][C:33]=1[CH2:34]Br.C(=O)([O-])[O-].[Cs+].[Cs+], predict the reaction product. The product is: [F:31][C:32]1[CH:39]=[CH:38][CH:37]=[CH:36][C:33]=1[CH2:34][N:17]([CH2:16][C:14]1[S:15][C:11]([C:7]2[CH:8]=[CH:9][CH:10]=[C:5]([S:2]([CH3:1])(=[O:3])=[O:4])[CH:6]=2)=[CH:12][CH:13]=1)[S:18]([C:21]1[CH:26]=[CH:25][CH:24]=[CH:23][C:22]=1[C:27]([F:30])([F:28])[F:29])(=[O:20])=[O:19]. (3) Given the reactants [ClH:1].C(OC([NH:9][CH2:10][C@H:11]1[CH2:16][CH2:15][C@H:14]([C:17]([NH:19][C@H:20]([C:51](=[O:64])[NH:52][C:53]2[CH:58]=[CH:57][C:56]([C:59]3[N:60]=[N:61][NH:62][N:63]=3)=[CH:55][CH:54]=2)[CH2:21][C:22]2[CH:27]=[CH:26][C:25]([C:28]3[CH:33]=[CH:32][C:31]([S:34]([NH:37][C@@H:38]4[CH2:42][CH2:41][N:40](C(OC(C)(C)C)=O)[CH2:39]4)(=[O:36])=[O:35])=[CH:30][C:29]=3[CH3:50])=[CH:24][CH:23]=2)=[O:18])[CH2:13][CH2:12]1)=O)(C)(C)C, predict the reaction product. The product is: [ClH:1].[NH2:9][CH2:10][C@H:11]1[CH2:16][CH2:15][C@H:14]([C:17]([NH:19][C@@H:20]([CH2:21][C:22]2[CH:27]=[CH:26][C:25]([C:28]3[CH:33]=[CH:32][C:31]([S:34](=[O:35])(=[O:36])[NH:37][C@@H:38]4[CH2:42][CH2:41][NH:40][CH2:39]4)=[CH:30][C:29]=3[CH3:50])=[CH:24][CH:23]=2)[C:51](=[O:64])[NH:52][C:53]2[CH:58]=[CH:57][C:56]([C:59]3[N:63]=[N:62][NH:61][N:60]=3)=[CH:55][CH:54]=2)=[O:18])[CH2:13][CH2:12]1. (4) Given the reactants [N+:1]([C:4]1[C:5]([OH:15])=[N:6][C:7]([C:11]([F:14])([F:13])[F:12])=[CH:8][C:9]=1O)([O-:3])=[O:2].[Cl:16]CCl, predict the reaction product. The product is: [Cl:16][C:9]1[CH:8]=[C:7]([C:11]([F:14])([F:13])[F:12])[N:6]=[C:5]([OH:15])[C:4]=1[N+:1]([O-:3])=[O:2]. (5) Given the reactants [C:1]([Si:5]([CH3:25])([CH3:24])[O:6][C:7]1[CH:8]=[C:9]2[C:17](=[CH:18][CH:19]=1)[NH:16][C:15]1[C:14]3[CH:20]=[CH:21][CH:22]=[CH:23][C:13]=3[S:12][CH2:11][C:10]2=1)([CH3:4])([CH3:3])[CH3:2].[H-].[Na+].[C:28](Cl)(=[O:30])[CH3:29], predict the reaction product. The product is: [C:1]([Si:5]([CH3:25])([CH3:24])[O:6][C:7]1[CH:8]=[C:9]2[C:17](=[CH:18][CH:19]=1)[N:16]([C:28](=[O:30])[CH3:29])[C:15]1[C:14]3[CH:20]=[CH:21][CH:22]=[CH:23][C:13]=3[S:12][CH2:11][C:10]2=1)([CH3:4])([CH3:3])[CH3:2]. (6) Given the reactants [C:1]([C:3]1[CH:8]=[CH:7][C:6]([OH:9])=[CH:5][CH:4]=1)#[N:2].C(N(CC)CC)C.[CH2:17](Br)[CH:18]([CH3:20])[CH3:19], predict the reaction product. The product is: [CH2:17]([O:9][C:6]1[CH:7]=[CH:8][C:3]([C:1]#[N:2])=[CH:4][CH:5]=1)[CH:18]([CH3:20])[CH3:19].